From a dataset of Reaction yield outcomes from USPTO patents with 853,638 reactions. Predict the reaction yield, written as a fraction of the theoretical maximum amount of product (1.0 means a 100% yield; for example, 0.34 means a 34% yield). The reactants are [CH2:1]([C:8]1[N:13]=[CH:12][C:11]([CH:14]=O)=[CH:10][CH:9]=1)[C:2]1[CH:7]=[CH:6][CH:5]=[CH:4][CH:3]=1.[N+:16]([CH3:19])([O-:18])=[O:17].C([O-])(=O)C.[NH4+]. The catalyst is C(O)(=O)C. The product is [CH2:1]([C:8]1[CH:9]=[CH:10][C:11](/[CH:14]=[CH:19]/[N+:16]([O-:18])=[O:17])=[CH:12][N:13]=1)[C:2]1[CH:7]=[CH:6][CH:5]=[CH:4][CH:3]=1. The yield is 0.210.